Dataset: Forward reaction prediction with 1.9M reactions from USPTO patents (1976-2016). Task: Predict the product of the given reaction. (1) Given the reactants [CH2:1]([O:8][C:9]1[C:14](=[O:15])[CH:13]=[C:12]([CH2:16]Br)[O:11][C:10]=1[C:18]([O:20][CH3:21])=[O:19])[C:2]1[CH:7]=[CH:6][CH:5]=[CH:4][CH:3]=1.[P:22]([O:27]C)([O:25][CH3:26])[O:23][CH3:24], predict the reaction product. The product is: [CH2:1]([O:8][C:9]1[C:14](=[O:15])[CH:13]=[C:12]([CH2:16][P:22]([O:25][CH3:26])([O:23][CH3:24])=[O:27])[O:11][C:10]=1[C:18]([O:20][CH3:21])=[O:19])[C:2]1[CH:7]=[CH:6][CH:5]=[CH:4][CH:3]=1. (2) Given the reactants [C:1]([NH:4][C:5]1[CH:6]=[C:7]([CH:11]=[CH:12][CH:13]=1)C(O)=O)(=[O:3])[CH3:2].[N+:14]([C:17]1[CH:23]=[CH:22][C:20]([NH2:21])=[CH:19][CH:18]=1)([O-:16])=[O:15].O.CN1CCC[C:27]1=[O:31], predict the reaction product. The product is: [C:1]([NH:4][C:5]1[CH:13]=[CH:12][CH:11]=[CH:7][C:6]=1[C:27]([NH:21][C:20]1[CH:22]=[CH:23][C:17]([N+:14]([O-:16])=[O:15])=[CH:18][CH:19]=1)=[O:31])(=[O:3])[CH3:2]. (3) Given the reactants [NH2:1][C@@H:2]([CH2:27][C:28]1[CH:33]=[CH:32][CH:31]=[CH:30][CH:29]=1)[C@@H:3]([OH:26])[CH2:4][C@@H:5]([NH:13][C:14]([C@@H:16]([NH:21][C:22](=[O:25])[O:23][CH3:24])[C:17]([CH3:20])([CH3:19])[CH3:18])=[O:15])[CH2:6][C:7]1[CH:12]=[CH:11][CH:10]=[CH:9][CH:8]=1.FC(F)(F)C(O)=O.[CH3:41][C@@H:42]([CH2:64][CH3:65])[C@H:43]([N:47]1[CH2:51][CH2:50][N:49]([CH2:52][C:53]2[C:62]3[C:57](=[CH:58][CH:59]=[CH:60][CH:61]=3)[N:56]=[CH:55][CH:54]=2)[C:48]1=[O:63])[C:44](O)=[O:45].CCN=C=NCCCN(C)C.C1C=CC2N(O)N=NC=2C=1.CN1CCOCC1, predict the reaction product. The product is: [CH2:6]([C@H:5]([NH:13][C:14]([C@@H:16]([NH:21][C:22](=[O:25])[O:23][CH3:24])[C:17]([CH3:20])([CH3:19])[CH3:18])=[O:15])[CH2:4][C@H:3]([OH:26])[C@@H:2]([NH:1][C:44](=[O:45])[C@@H:43]([N:47]1[CH2:51][CH2:50][N:49]([CH2:52][C:53]2[C:62]3[C:57](=[CH:58][CH:59]=[CH:60][CH:61]=3)[N:56]=[CH:55][CH:54]=2)[C:48]1=[O:63])[CH:42]([CH3:41])[CH2:64][CH3:65])[CH2:27][C:28]1[CH:29]=[CH:30][CH:31]=[CH:32][CH:33]=1)[C:7]1[CH:12]=[CH:11][CH:10]=[CH:9][CH:8]=1. (4) Given the reactants Br[CH2:2][CH2:3][OH:4].[OH:5][C:6]1[CH:11]=[CH:10][C:9]([CH3:12])=[CH:8][N:7]=1.C(=O)([O-])[O-].[K+].[K+], predict the reaction product. The product is: [CH3:12][C:9]1[CH:10]=[CH:11][C:6]([O:5][CH2:2][CH2:3][OH:4])=[N:7][CH:8]=1.